This data is from Forward reaction prediction with 1.9M reactions from USPTO patents (1976-2016). The task is: Predict the product of the given reaction. Given the reactants [N+](C1C=C[C:7]([O:10][P:11]([C:23]2[CH:28]=[CH:27][CH:26]=[CH:25][CH:24]=2)(=O)[O:12]C2C=CC([N+]([O-])=O)=CC=2)=CC=1)([O-])=O.[NH:29]1[C:37]2[C:32](=[CH:33][CH:34]=[CH:35][CH:36]=2)[CH:31]=[C:30]1[C:38]1[C:46]2[C:41](=[CH:42][CH:43]=[C:44]([OH:47])[CH:45]=2)[NH:40][N:39]=1.N12CCCN=C1CCCCC2.C(=O)(O)[O-].[Na+].[Cl-].[Na+], predict the reaction product. The product is: [CH3:7][O:10][P:11]([C:23]1[CH:28]=[CH:27][CH:26]=[CH:25][CH:24]=1)(=[O:12])[O:47][C:44]1[CH:45]=[C:46]2[C:41](=[CH:42][CH:43]=1)[NH:40][N:39]=[C:38]2[C:30]1[NH:29][C:37]2[C:32]([CH:31]=1)=[CH:33][CH:34]=[CH:35][CH:36]=2.